Dataset: Forward reaction prediction with 1.9M reactions from USPTO patents (1976-2016). Task: Predict the product of the given reaction. (1) Given the reactants [CH2:1]([N:8]1[C:12](=[S:13])[CH2:11][CH2:10][CH:9]1[C:14]([O:16][CH3:17])=[O:15])[C:2]1[CH:7]=[CH:6][CH:5]=[CH:4][CH:3]=1.[I:18][CH3:19], predict the reaction product. The product is: [I-:18].[CH2:1]([N+:8]1[CH:9]([C:14]([O:16][CH3:17])=[O:15])[CH2:10][CH2:11][C:12]=1[S:13][CH3:19])[C:2]1[CH:3]=[CH:4][CH:5]=[CH:6][CH:7]=1. (2) The product is: [CH3:1][C:2]1[CH:16]=[CH:15][C:5]([CH2:6][N:7]2[CH:11]=[C:10]([C:12]([Cl:35])=[O:13])[CH:9]=[N:8]2)=[CH:4][CH:3]=1. Given the reactants [CH3:1][C:2]1[CH:16]=[CH:15][C:5]([CH2:6][N:7]2[CH:11]=[C:10]([C:12](O)=[O:13])[CH:9]=[N:8]2)=[CH:4][CH:3]=1.FC1C=CC(CN2C=C(C(O)=O)C=N2)=CC=1.S(Cl)([Cl:35])=O, predict the reaction product. (3) Given the reactants [NH2:1][C:2]1[CH:3]=[N:4][C:5]2[C:10]([C:11]=1[NH:12][CH2:13][CH2:14][CH2:15][NH:16][C:17](=[O:23])[O:18][C:19]([CH3:22])([CH3:21])[CH3:20])=[CH:9][CH:8]=[CH:7][CH:6]=2.[C:24](Cl)(=O)[CH2:25][CH2:26][CH2:27][CH3:28], predict the reaction product. The product is: [CH2:25]([C:24]1[N:12]([CH2:13][CH2:14][CH2:15][NH:16][C:17](=[O:23])[O:18][C:19]([CH3:20])([CH3:22])[CH3:21])[C:11]2[C:10]3[CH:9]=[CH:8][CH:7]=[CH:6][C:5]=3[N:4]=[CH:3][C:2]=2[N:1]=1)[CH2:26][CH2:27][CH3:28]. (4) Given the reactants [C:1]([O:5][C:6]([N:8]1[CH2:13][CH2:12][CH:11]([NH:14][S:15]([C:18]2[C:27]3[C:22](=[CH:23][CH:24]=[CH:25][CH:26]=3)[C:21]([NH:28][C:29](=[O:36])[C:30]3[CH:35]=[CH:34][CH:33]=[CH:32][CH:31]=3)=[CH:20][CH:19]=2)(=[O:17])=[O:16])[CH2:10][CH2:9]1)=[O:7])([CH3:4])([CH3:3])[CH3:2].Cl, predict the reaction product. The product is: [C:1]([O:5][C:6]([N:8]1[CH2:9][CH2:10][CH:11]([NH:14][S:15]([C:18]2[C:27]3[C:22](=[CH:23][CH:24]=[CH:25][CH:26]=3)[C:21]([NH:28][C:29](=[O:36])[C:30]3[CH:31]=[CH:32][CH:33]=[CH:34][CH:35]=3)=[CH:20][CH:19]=2)(=[O:17])=[O:16])[CH2:12][CH2:13]1)=[O:7])([CH3:4])([CH3:2])[CH3:3].[NH:8]1[CH2:13][CH2:12][CH:11]([NH:14][S:15]([C:18]2[C:27]3[C:22](=[CH:23][CH:24]=[CH:25][CH:26]=3)[C:21]([NH:28][C:29](=[O:36])[C:30]3[CH:31]=[CH:32][CH:33]=[CH:34][CH:35]=3)=[CH:20][CH:19]=2)(=[O:17])=[O:16])[CH2:10][CH2:9]1. (5) Given the reactants [CH3:1][C:2]1[CH:3]=[CH:4][C:5]2[N:6]([C:8]([CH2:18][C:19](O)=[O:20])=[C:9]([C:11]3[CH:16]=[CH:15][C:14]([CH3:17])=[CH:13][CH:12]=3)[N:10]=2)[CH:7]=1.[CH:22]1([N:28]=[C:29]=NC2CCCCC2)CCCCC1.O.ON1C2C=CC=CC=2N=N1.CNC.[OH-].[Na+], predict the reaction product. The product is: [CH3:22][N:28]([CH3:29])[C:19](=[O:20])[CH2:18][C:8]1[N:6]2[CH:7]=[C:2]([CH3:1])[CH:3]=[CH:4][C:5]2=[N:10][C:9]=1[C:11]1[CH:16]=[CH:15][C:14]([CH3:17])=[CH:13][CH:12]=1. (6) Given the reactants [F:1][C:2]1[CH:3]=[C:4]2[C:9](=[CH:10][CH:11]=1)[CH:8]=[C:7](C(O)=O)[CH:6]=[CH:5]2.C([N:17]([CH2:20]C)CC)C.P(N=[N+]=[N-])(=O)(OC1C=CC=CC=1)[O:23]C1C=CC=CC=1.[NH2:41][C:42]1[S:52][C:45]2[CH2:46][N:47]([CH2:50][CH3:51])[CH2:48][CH2:49][C:44]=2[C:43]=1[C:53]([NH2:55])=[O:54], predict the reaction product. The product is: [CH2:50]([N:47]1[CH2:48][CH2:49][C:44]2[C:43]([C:53]([NH2:55])=[O:54])=[C:42]([NH:41][C:20]([NH:17][C:7]3[CH:6]=[CH:5][C:4]4[C:9](=[CH:10][CH:11]=[C:2]([F:1])[CH:3]=4)[CH:8]=3)=[O:23])[S:52][C:45]=2[CH2:46]1)[CH3:51]. (7) Given the reactants C(NCC)C.[CH2:6]([N:8]([CH2:11][CH3:12])[CH2:9][CH3:10])[CH3:7].[Br:13][C:14]1[CH:19]=[CH:18][C:17]([C:20](=[O:25])[CH2:21]CCCl)=[CH:16][CH:15]=1.O, predict the reaction product. The product is: [Br:13][C:14]1[CH:19]=[CH:18][C:17]([C:20](=[O:25])[CH2:21][CH2:7][CH2:6][N:8]([CH2:11][CH3:12])[CH2:9][CH3:10])=[CH:16][CH:15]=1.